From a dataset of Forward reaction prediction with 1.9M reactions from USPTO patents (1976-2016). Predict the product of the given reaction. (1) Given the reactants [C:1]([C:5]1[N:6]=[C:7]([N:16]2[CH2:20][CH2:19][C:18]([F:22])([F:21])[CH2:17]2)[C:8]2[N:13]=[N:12][N:11]([CH2:14][CH3:15])[C:9]=2[N:10]=1)([CH3:4])([CH3:3])[CH3:2].C(C1N=C(N2CCC(F)(F)C2)C2N=NNC=2N=1)(C)(C)C.BrCC1[CH:50]=[CH:49][C:48]([Cl:51])=[CH:47][CH:46]=1, predict the reaction product. The product is: [C:1]([C:5]1[N:6]=[C:7]([N:16]2[CH2:20][CH2:19][C:18]([F:21])([F:22])[CH2:17]2)[C:8]2[N:13]=[N:12][N:11]([CH2:14][C:15]3[CH:50]=[CH:49][C:48]([Cl:51])=[CH:47][CH:46]=3)[C:9]=2[N:10]=1)([CH3:2])([CH3:3])[CH3:4]. (2) Given the reactants [C:1]([O:5][C:6](=[O:40])[N:7]([C@H:9]([C:11](=[O:39])[NH:12][C@@H:13]1[C:19](=[O:20])[N:18]([CH2:21][C:22]2[C:31]3[C:26](=[CH:27][C:28](Br)=[CH:29][CH:30]=3)[CH:25]=[CH:24][C:23]=2[O:33][CH3:34])[C:17]2[CH:35]=[CH:36][CH:37]=[CH:38][C:16]=2[CH2:15][CH2:14]1)[CH3:10])[CH3:8])([CH3:4])([CH3:3])[CH3:2].[CH3:41][N:42](C=O)C, predict the reaction product. The product is: [C:1]([O:5][C:6](=[O:40])[N:7]([C@H:9]([C:11](=[O:39])[NH:12][C@@H:13]1[C:19](=[O:20])[N:18]([CH2:21][C:22]2[C:31]3[C:26](=[CH:27][C:28]([C:41]#[N:42])=[CH:29][CH:30]=3)[CH:25]=[CH:24][C:23]=2[O:33][CH3:34])[C:17]2[CH:35]=[CH:36][CH:37]=[CH:38][C:16]=2[CH2:15][CH2:14]1)[CH3:10])[CH3:8])([CH3:4])([CH3:3])[CH3:2]. (3) The product is: [ClH:11].[ClH:1].[CH3:2][O:3][C:4]1[C:9]([CH2:10][NH2:12])=[CH:8][CH:7]=[CH:6][N:5]=1. Given the reactants [ClH:1].[CH3:2][O:3][C:4]1[C:9]([CH2:10][Cl:11])=[CH:8][CH:7]=[CH:6][N:5]=1.[NH3:12], predict the reaction product. (4) Given the reactants [F:1][C:2]1[CH:7]=[C:6]([F:8])[CH:5]=[CH:4][C:3]=1[C:9]1[CH:14]=[CH:13][N:12]=[C:11]([N:15]2[CH2:20][CH2:19][N:18](C(OC(C)(C)C)=O)[CH2:17][CH2:16]2)[CH:10]=1.[ClH:28].CO, predict the reaction product. The product is: [ClH:28].[ClH:28].[F:1][C:2]1[CH:7]=[C:6]([F:8])[CH:5]=[CH:4][C:3]=1[C:9]1[CH:14]=[CH:13][N:12]=[C:11]([N:15]2[CH2:16][CH2:17][NH:18][CH2:19][CH2:20]2)[CH:10]=1. (5) Given the reactants [CH2:1]([O:9][C:10]1[CH:16]=[CH:15][C:13]([NH2:14])=[CH:12][CH:11]=1)[CH2:2][CH2:3][CH2:4][CH2:5][CH2:6][CH2:7][CH3:8].C(OC([NH:24][C@H:25]([C:29](O)=[O:30])[C@@H:26]([CH3:28])[OH:27])=O)(C)(C)C, predict the reaction product. The product is: [NH2:24][C@@H:25]([C@H:26]([OH:27])[CH3:28])[C:29]([NH:14][C:13]1[CH:15]=[CH:16][C:10]([O:9][CH2:1][CH2:2][CH2:3][CH2:4][CH2:5][CH2:6][CH2:7][CH3:8])=[CH:11][CH:12]=1)=[O:30]. (6) Given the reactants Cl[C:2]([O:4][CH3:5])=[O:3].[NH2:6][C:7]1[S:8][CH2:9][C:10](=[O:14])[C:11]=1[C:12]#[N:13].C(Cl)Cl.CO.Cl, predict the reaction product. The product is: [C:12]([C:11]1[C:10](=[O:14])[CH2:9][S:8][C:7]=1[NH:6][C:2](=[O:3])[O:4][CH3:5])#[N:13]. (7) The product is: [CH2:1]([C:3]1[CH:8]=[CH:7][C:6]([C:9]2[C:13]([C:14]([O:16][CH2:17][CH3:18])=[O:15])=[C:12]([C:21]([CH3:25])=[CH2:20])[S:11][N:10]=2)=[CH:5][CH:4]=1)[CH3:2]. Given the reactants [CH2:1]([C:3]1[CH:8]=[CH:7][C:6]([C:9]2[C:13]([C:14]([O:16][CH2:17][CH3:18])=[O:15])=[C:12](I)[S:11][N:10]=2)=[CH:5][CH:4]=1)[CH3:2].[CH3:20][C:21]1(C)[C:25](C)(C)OB(C(C)=C)O1.C(=O)([O-])[O-].[Na+].[Na+], predict the reaction product.